This data is from Reaction yield outcomes from USPTO patents with 853,638 reactions. The task is: Predict the reaction yield, written as a fraction of the theoretical maximum amount of product (1.0 means a 100% yield; for example, 0.34 means a 34% yield). (1) The reactants are [C:1](Cl)(=[O:3])[CH3:2].[N:5]1([CH2:11][CH2:12][O:13][C:14]2[CH:19]=[CH:18][C:17]([CH:20]3[CH2:25][CH2:24][N:23]([C:26]4[CH2:27][CH2:28][C:29]5[N:30]([C:32]([C:35]([F:38])([F:37])[F:36])=[N:33][N:34]=5)[N:31]=4)[CH2:22][CH2:21]3)=[CH:16][CH:15]=2)[CH2:10][CH2:9][NH:8][CH2:7][CH2:6]1.C(N(CC)CC)C. The catalyst is C(Cl)Cl.O. The product is [C:1]([N:8]1[CH2:9][CH2:10][N:5]([CH2:11][CH2:12][O:13][C:14]2[CH:19]=[CH:18][C:17]([CH:20]3[CH2:25][CH2:24][N:23]([C:26]4[CH2:27][CH2:28][C:29]5[N:30]([C:32]([C:35]([F:38])([F:36])[F:37])=[N:33][N:34]=5)[N:31]=4)[CH2:22][CH2:21]3)=[CH:16][CH:15]=2)[CH2:6][CH2:7]1)(=[O:3])[CH3:2]. The yield is 0.490. (2) The reactants are [Si]([O:8][C@@H:9]1[C:13]2([CH2:15][CH2:14]2)[C:12](=[O:16])[N:11]([C:17]2[CH:24]=[CH:23][C:20]([C:21]#[N:22])=[C:19]([Cl:25])[CH:18]=2)[C@@H:10]1[CH3:26])(C(C)(C)C)(C)C.[F-].C([N+](CCCC)(CCCC)CCCC)CCC.C1COCC1.O. The catalyst is C1COCC1. The product is [Cl:25][C:19]1[CH:18]=[C:17]([N:11]2[C@H:10]([CH3:26])[C@H:9]([OH:8])[C:13]3([CH2:15][CH2:14]3)[C:12]2=[O:16])[CH:24]=[CH:23][C:20]=1[C:21]#[N:22]. The yield is 0.325.